This data is from Full USPTO retrosynthesis dataset with 1.9M reactions from patents (1976-2016). The task is: Predict the reactants needed to synthesize the given product. (1) Given the product [CH2:30]([O:27][C:25](=[O:26])[C:22]1[CH:23]=[CH:24][C:19]([C:2]2[CH:3]=[CH:4][C:5]([O:10][CH3:11])=[C:6]([C:8]#[N:9])[N:7]=2)=[CH:20][CH:21]=1)[CH3:31], predict the reactants needed to synthesize it. The reactants are: Br[C:2]1[N:7]=[C:6]([C:8]#[N:9])[C:5]([O:10][CH3:11])=[CH:4][CH:3]=1.C([O-])([O-])=O.[Na+].[Na+].B(O)(O)[C:19]1[CH:24]=[CH:23][C:22]([C:25]([OH:27])=[O:26])=[CH:21][CH:20]=1.[CH2:30](O)[CH3:31]. (2) The reactants are: [C:1]1([C:7]2[CH:21]=[CH:20][CH:19]=[CH:18][C:8]=2[CH2:9][C:10]2[O:14][N:13]=[C:12]([C:15]([OH:17])=O)[CH:11]=2)[CH:6]=[CH:5][CH:4]=[CH:3][CH:2]=1.ON1C2C=CC=CC=2N=N1.Cl.C(N=C=NCCCN(C)C)C.C(N(CC)CC)C.[O:51]1[CH2:55][CH2:54][CH:53]([CH2:56][NH2:57])[CH2:52]1. Given the product [O:51]1[CH2:55][CH2:54][CH:53]([CH2:56][NH:57][C:15]([C:12]2[CH:11]=[C:10]([CH2:9][C:8]3[CH:18]=[CH:19][CH:20]=[CH:21][C:7]=3[C:1]3[CH:2]=[CH:3][CH:4]=[CH:5][CH:6]=3)[O:14][N:13]=2)=[O:17])[CH2:52]1, predict the reactants needed to synthesize it. (3) Given the product [CH2:17]([O:11][C:10]([C:2]1[NH:1][C:9]2[C:4]([CH:3]=1)=[CH:5][CH:6]=[CH:7][CH:8]=2)=[O:12])[CH3:18], predict the reactants needed to synthesize it. The reactants are: [NH:1]1[C:9]2[C:4](=[CH:5][CH:6]=[CH:7][CH:8]=2)[CH:3]=[C:2]1[C:10]([OH:12])=[O:11].S(Cl)(Cl)=O.[CH2:17](O)[CH3:18].